Dataset: Reaction yield outcomes from USPTO patents with 853,638 reactions. Task: Predict the reaction yield, written as a fraction of the theoretical maximum amount of product (1.0 means a 100% yield; for example, 0.34 means a 34% yield). The reactants are [CH3:1][O:2][C:3]1[N:8]=[C:7]([C:9]2([C:13]#[N:14])[CH2:12][CH2:11][CH2:10]2)[CH:6]=[CH:5][CH:4]=1.[H-].[Al+3].[Li+].[H-].[H-].[H-].O.[OH-].[Na+]. The catalyst is C1COCC1. The product is [CH3:1][O:2][C:3]1[N:8]=[C:7]([C:9]2([CH2:13][NH2:14])[CH2:12][CH2:11][CH2:10]2)[CH:6]=[CH:5][CH:4]=1. The yield is 0.970.